This data is from Forward reaction prediction with 1.9M reactions from USPTO patents (1976-2016). The task is: Predict the product of the given reaction. (1) Given the reactants C(Cl)(Cl)Cl.[N+:5]([C:8]1[CH:13]=[CH:12][C:11]([S:14][C:15]2[NH:16][CH:17]=[CH:18][N:19]=2)=[CH:10][CH:9]=1)([O-:7])=[O:6].[N+:20]([O-])([O-:22])=[O:21].FC(F)(F)C(O)=O, predict the reaction product. The product is: [N+:20]([N:19]1[CH:18]=[CH:17][N:16]=[C:15]1[S:14][C:11]1[CH:12]=[CH:13][C:8]([N+:5]([O-:7])=[O:6])=[CH:9][CH:10]=1)([O-:22])=[O:21]. (2) Given the reactants [CH3:1][NH:2][S:3]([CH2:6][CH2:7][C:8]1[CH:13]=[CH:12][C:11]([NH2:14])=[CH:10][CH:9]=1)(=[O:5])=[O:4].C1C(=O)N([Br:22])C(=O)C1, predict the reaction product. The product is: [CH3:1][NH:2][S:3]([CH2:6][CH2:7][C:8]1[CH:9]=[CH:10][C:11]([NH2:14])=[C:12]([Br:22])[CH:13]=1)(=[O:4])=[O:5]. (3) Given the reactants P([O-])([O-])([O-])=O.[K+].[K+].[K+].C1C=[N+]([C@@H]2O[C@H](COP(OP(OC[C@H]3O[C@@H](N4C5N=CN=C(N)C=5N=C4)[C@H](OP(O)(O)=O)[C@@H]3O)(O)=O)(O)=O)[C@@H](O)[C@H]2O)C=C(C(N)=O)C=1.O=C[C@@H]([C@H]([C@@H]([C@@H](CO)O)O)O)O.[F:69][C:70]1[CH:75]=[CH:74][C:73]([C:76](=[O:88])[CH2:77][CH2:78][CH2:79][C:80]([N:82]2[CH2:87][CH2:86][O:85][CH2:84][CH2:83]2)=[O:81])=[CH:72][CH:71]=1, predict the reaction product. The product is: [F:69][C:70]1[CH:75]=[CH:74][C:73]([C@@H:76]([OH:88])[CH2:77][CH2:78][CH2:79][C:80]([N:82]2[CH2:83][CH2:84][O:85][CH2:86][CH2:87]2)=[O:81])=[CH:72][CH:71]=1. (4) Given the reactants [C:1]1([C:7]2[N:16]=[C:10]3[CH:11]=[CH:12][C:13]([NH2:15])=[CH:14][N:9]3[N:8]=2)[CH:6]=[CH:5][CH:4]=[CH:3][CH:2]=1.[CH2:17]([O:19][C:20]([C:22]1[CH:23]=[N:24][N:25]([CH3:30])[C:26]=1[C:27](O)=[O:28])=[O:21])[CH3:18].CCCP(=O)=O.C(OCC)(=O)C.C(N(C(C)C)CC)(C)C, predict the reaction product. The product is: [CH2:17]([O:19][C:20]([C:22]1[CH:23]=[N:24][N:25]([CH3:30])[C:26]=1[C:27](=[O:28])[NH:15][C:13]1[CH:12]=[CH:11][C:10]2[N:9]([N:8]=[C:7]([C:1]3[CH:2]=[CH:3][CH:4]=[CH:5][CH:6]=3)[N:16]=2)[CH:14]=1)=[O:21])[CH3:18]. (5) Given the reactants [C:1]1([P:7]([C:37]2[CH:42]=[CH:41][CH:40]=[CH:39][CH:38]=2)([C:9]2[CH:36]=[CH:35][CH:34]=[CH:33][C:10]=2[C:11]([C:13]2[CH:18]=[CH:17][CH:16]=[CH:15][C:14]=2P(C2C=CC=CC=2)(C2C=CC=CC=2)=O)=[O:12])=O)[CH:6]=[CH:5][CH:4]=[CH:3][CH:2]=1.C(N(CC)CC)C.Cl[SiH](Cl)Cl.[OH-].[Na+], predict the reaction product. The product is: [C:1]1([P:7]([C:37]2[CH:42]=[CH:41][CH:40]=[CH:39][CH:38]=2)[C:9]2[CH:36]=[CH:35][CH:34]=[CH:33][C:10]=2[CH:11]([OH:12])[C:13]2[CH:18]=[CH:17][CH:16]=[CH:15][CH:14]=2)[CH:6]=[CH:5][CH:4]=[CH:3][CH:2]=1.